This data is from CYP2C9 inhibition data for predicting drug metabolism from PubChem BioAssay. The task is: Regression/Classification. Given a drug SMILES string, predict its absorption, distribution, metabolism, or excretion properties. Task type varies by dataset: regression for continuous measurements (e.g., permeability, clearance, half-life) or binary classification for categorical outcomes (e.g., BBB penetration, CYP inhibition). Dataset: cyp2c9_veith. (1) The result is 1 (inhibitor). The compound is Cc1cc(OCC(=O)OC(C)C)c2c3c(c(=O)oc2c1)CCCC3. (2) The molecule is Cc1cccc(CSCCNC(=O)CSCc2ccc([N+](=O)[O-])cc2)c1. The result is 1 (inhibitor).